From a dataset of Forward reaction prediction with 1.9M reactions from USPTO patents (1976-2016). Predict the product of the given reaction. (1) The product is: [CH3:1][O:2][C:3]1[CH:4]=[CH:5][C:6]([CH2:7][N:8]2[C:12]3=[N:13][CH:14]=[C:15]([C:42]4[CH:29]=[CH:30][CH:31]=[C:32]([CH2:33][N:34]5[CH2:39][CH2:38][N:37]([CH3:40])[CH2:36][CH2:35]5)[CH:41]=4)[CH:16]=[C:11]3[CH:10]=[CH:9]2)=[CH:26][CH:27]=1. Given the reactants [CH3:1][O:2][C:3]1[CH:27]=[CH:26][C:6]([CH2:7][N:8]2[C:12]3=[N:13][CH:14]=[C:15](B4OC(C)(C)C(C)(C)O4)[CH:16]=[C:11]3[CH:10]=[CH:9]2)=[CH:5][CH:4]=1.Br[C:29]1[CH:42]=[CH:41][C:32]([CH2:33][N:34]2[CH2:39][CH2:38][N:37]([CH3:40])[CH2:36][CH2:35]2)=[CH:31][CH:30]=1.C([O-])([O-])=O.[Cs+].[Cs+], predict the reaction product. (2) Given the reactants Br[C:2]1[C:7]([F:8])=[CH:6][CH:5]=[C:4]([CH3:9])[N:3]=1.[I-:10].[Na+].CNCCNC.O, predict the reaction product. The product is: [F:8][C:7]1[C:2]([I:10])=[N:3][C:4]([CH3:9])=[CH:5][CH:6]=1. (3) Given the reactants C([N:8]1[CH2:19][CH2:18][C:11]2[N:12]=[C:13](Cl)[N:14]=[C:15](Cl)[C:10]=2[CH2:9]1)C1C=CC=CC=1.Cl.Cl.C[C@H]1CN[C@H](C)CN1.CCN(C(C)C)C(C)C.CC(O)C, predict the reaction product. The product is: [N:12]1[C:11]2[CH2:18][CH2:19][NH:8][CH2:9][C:10]=2[CH:15]=[N:14][CH:13]=1.